From a dataset of Forward reaction prediction with 1.9M reactions from USPTO patents (1976-2016). Predict the product of the given reaction. Given the reactants [N:1]12[CH2:8][CH2:7][CH:4]([CH2:5][CH2:6]1)[C:3](=[O:9])[CH2:2]2.[CH:10]([Mg]Br)=[CH2:11].Cl.[OH-].[Na+], predict the reaction product. The product is: [CH:10]([C:3]1([OH:9])[CH:4]2[CH2:7][CH2:8][N:1]([CH2:6][CH2:5]2)[CH2:2]1)=[CH2:11].